This data is from CYP2C9 inhibition data for predicting drug metabolism from PubChem BioAssay. The task is: Regression/Classification. Given a drug SMILES string, predict its absorption, distribution, metabolism, or excretion properties. Task type varies by dataset: regression for continuous measurements (e.g., permeability, clearance, half-life) or binary classification for categorical outcomes (e.g., BBB penetration, CYP inhibition). Dataset: cyp2c9_veith. (1) The result is 1 (inhibitor). The compound is CCCC/C=C/C(NC(=O)c1ccccc1)c1ccccc1. (2) The drug is NC(=O)CC[C@@H](N)C(=O)O. The result is 0 (non-inhibitor).